The task is: Predict which catalyst facilitates the given reaction.. This data is from Catalyst prediction with 721,799 reactions and 888 catalyst types from USPTO. (1) Reactant: C(OC([N:8]1[CH2:13][CH2:12][N:11]([C:14]2[CH:19]=[CH:18][C:17]([Cl:20])=[CH:16][CH:15]=2)[CH:10]([CH3:21])[CH2:9]1)=O)(C)(C)C. Product: [Cl:20][C:17]1[CH:16]=[CH:15][C:14]([N:11]2[CH2:12][CH2:13][NH:8][CH2:9][CH:10]2[CH3:21])=[CH:19][CH:18]=1. The catalyst class is: 89. (2) Reactant: NC(CC1C=CC(OC(C)(C)C)=CC=1)C(N(CC(OCC)OCC)CC1C=CC=C2C=1NN=C2)=O.[CH2:36]([NH:43][C:44](=[O:54])[NH:45][C@H:46]([CH2:51][CH:52]=[CH2:53])[CH2:47][C:48]([OH:50])=[O:49])[C:37]1[CH:42]=[CH:41][CH:40]=[CH:39][CH:38]=1.CCN=C=NCCCN(C)C.Cl.C1C=CC2N(O)N=NC=2C=1.CCN(C(C)C)C(C)C. Product: [CH2:36]([NH:43][C:44](=[O:54])[NH:45][CH:46]([CH2:51][CH:52]=[CH2:53])[CH2:47][C:48]([OH:50])=[O:49])[C:37]1[CH:38]=[CH:39][CH:40]=[CH:41][CH:42]=1. The catalyst class is: 91.